From a dataset of Forward reaction prediction with 1.9M reactions from USPTO patents (1976-2016). Predict the product of the given reaction. (1) Given the reactants [H-].C([Al+]CC(C)C)C(C)C.C1(C)C=CC=CC=1.[CH3:18][C:19]1[CH:40]=[CH:39][C:38]([CH3:41])=[CH:37][C:20]=1[O:21][CH2:22][C:23]1[CH:28]=[CH:27][CH:26]=[CH:25][C:24]=1[C:29](=[N:34][O:35][CH3:36])[C:30](OC)=[O:31].ClCCl, predict the reaction product. The product is: [CH3:18][C:19]1[CH:40]=[CH:39][C:38]([CH3:41])=[CH:37][C:20]=1[O:21][CH2:22][C:23]1[CH:28]=[CH:27][CH:26]=[CH:25][C:24]=1[C:29](=[N:34][O:35][CH3:36])[CH:30]=[O:31]. (2) Given the reactants [Cl:1][C:2]1[CH:7]=[C:6]([Cl:8])[CH:5]=[CH:4][C:3]=1[CH2:9][C:10](=[O:14])[CH:11]([CH3:13])[CH3:12].[Br:15]N1C(=O)CCC1=O, predict the reaction product. The product is: [Br:15][CH2:13][CH:11]([CH3:12])[C:10](=[O:14])[CH2:9][C:3]1[CH:4]=[CH:5][C:6]([Cl:8])=[CH:7][C:2]=1[Cl:1].